Binary Classification. Given a miRNA mature sequence and a target amino acid sequence, predict their likelihood of interaction. From a dataset of Experimentally validated miRNA-target interactions with 360,000+ pairs, plus equal number of negative samples. (1) The miRNA is mmu-miR-3968 with sequence CGAAUCCCACUCCAGACACCA. The protein sequence of the target gene is MPPQLSDGLNYSAKIVRGSLDSLPQAVRSFVESSAKLCRPDQVHICDGSEEENRQLLSHMEEEGVIKRLKKYDNCWLALTDPRDVARIESKTVIITREQRDTVPIPKNGLSQLGRWMSEEDFEKAFNIRFPGCMKGRTMYVIPFSMGPLGSPLSKIGIELTDSPYVVTSMRIMTRMGTSVLEALGDGEFVKCLHSVGCPLPLKKPLVNNWACNPELTLIAHLPDRREIISFGSGYGGNSLLGKKCFALRMASRLAKEEGWLAEHMLILGITNPKGQKKYFAAAFPSACGKTNLAMMNPTL.... Result: 0 (no interaction). (2) The miRNA is hsa-miR-3154 with sequence CAGAAGGGGAGUUGGGAGCAGA. The protein sequence of the target gene is MAGPERWGPLLLCLLQAAPGRPRLAPPQNVTLLSQNFSVYLTWLPGLGNPQDVTYFVAYQSSPTRRRWREVEECAGTKELLCSMMCLKKQDLYNKFKGRVRTVSPSSKSPWVESEYLDYLFEVEPAPPVLVLTQTEEILSANATYQLPPCMPPLDLKYEVAFWKEGAGNKTLFPVTPHGQPVQITLQPAASEHHCLSARTIYTFSVPKYSKFSKPTCFLLEVPEANWAFLVLPSLLILLLVIAAGGVIWKTLMGNPWFQRAKMPRALDFSGHTHPVATFQPSRPESVNDLFLCPQKELTR.... Result: 1 (interaction).